This data is from Catalyst prediction with 721,799 reactions and 888 catalyst types from USPTO. The task is: Predict which catalyst facilitates the given reaction. (1) Reactant: N1C=CC=CC=1.[Cl:7][C:8]1[CH:9]=[C:10]([OH:17])[C:11](=[CH:15][CH:16]=1)[C:12]([OH:14])=O.[C:18]([NH2:27])(=O)[C:19]1[C:20](=[CH:22][CH:23]=[CH:24][CH:25]=1)[OH:21].S(Cl)(Cl)=O. Product: [OH:21][C:20]1[CH:22]=[CH:23][CH:24]=[CH:25][C:19]=1[C:18]1[O:17][C:10]2[CH:9]=[C:8]([Cl:7])[CH:16]=[CH:15][C:11]=2[C:12](=[O:14])[N:27]=1. The catalyst class is: 113. (2) Product: [C:46]([C:43]1[CH:44]=[CH:45][C:40]([CH2:39][CH2:38][C:35]2[CH:34]=[CH:33][C:32]([NH:31][C:30]([C:29]3[C:28]4[CH2:51][CH2:52][CH2:53][CH2:54][C:27]=4[S:26][C:25]=3[NH:24][C:23]([C:19]3[CH:18]=[C:17]([S:14]([N:3]([CH2:1][CH3:2])[C:4]4[CH:5]=[CH:6][C:7]([C:8]([OH:10])=[O:9])=[CH:12][CH:13]=4)(=[O:15])=[O:16])[CH:22]=[CH:21][CH:20]=3)=[O:55])=[O:50])=[CH:37][CH:36]=2)=[CH:41][CH:42]=1)([OH:48])=[O:47]. Reactant: [CH2:1]([N:3]([S:14]([C:17]1[CH:22]=[CH:21][CH:20]=[C:19]([C:23](=[O:55])[NH:24][C:25]2[S:26][C:27]3[CH2:54][CH2:53][CH2:52][CH2:51][C:28]=3[C:29]=2[C:30](=[O:50])[NH:31][C:32]2[CH:37]=[CH:36][C:35]([CH2:38][CH2:39][C:40]3[CH:45]=[CH:44][C:43]([C:46]([O:48]C)=[O:47])=[CH:42][CH:41]=3)=[CH:34][CH:33]=2)[CH:18]=1)(=[O:16])=[O:15])[C:4]1[CH:13]=[CH:12][C:7]([C:8]([O:10]C)=[O:9])=[CH:6][CH:5]=1)[CH3:2].[OH-].[Na+]. The catalyst class is: 5. (3) Product: [CH3:1][O:2][C:3]1[N:8]=[CH:7][C:6]([C:9]2[CH:14]=[CH:13][C:12]([CH2:15][CH2:16][C@H:17]3[O:26][C@H:20]4[O:21][C:22]([CH3:24])([CH3:25])[O:23][C@H:19]4[C@H:18]3[CH2:27][CH2:28][N:29]3[C:37](=[O:38])[C:36]4[C:31](=[CH:32][CH:33]=[CH:34][CH:35]=4)[C:30]3=[O:39])=[CH:11][CH:10]=2)=[CH:5][CH:4]=1. The catalyst class is: 19. Reactant: [CH3:1][O:2][C:3]1[N:8]=[CH:7][C:6]([C:9]2[CH:14]=[CH:13][C:12](/[CH:15]=[CH:16]/[C@H:17]3[O:26][C@H:20]4[O:21][C:22]([CH3:25])([CH3:24])[O:23][C@H:19]4[C@H:18]3[CH2:27][CH2:28][N:29]3[C:37](=[O:38])[C:36]4[C:31](=[CH:32][CH:33]=[CH:34][CH:35]=4)[C:30]3=[O:39])=[CH:11][CH:10]=2)=[CH:5][CH:4]=1.[H][H]. (4) Reactant: CC(C)([O-])C.[K+].[C:7]1(=[O:13])[CH2:12][CH2:11][CH2:10][CH2:9][CH2:8]1.Br[CH2:15][CH2:16][CH2:17][CH2:18][CH2:19]Br. Product: [C:7]1(=[O:13])[C:12]2([CH2:19][CH2:18][CH2:17][CH2:16][CH2:15]2)[CH2:11][CH2:10][CH2:9][CH2:8]1. The catalyst class is: 11. (5) Product: [C:19]1([S:25]([N:15]2[C:16]3[C:12](=[CH:11][C:10]([C:6]4[CH:7]=[CH:8][CH:9]=[C:4]([Cl:3])[CH:5]=4)=[CH:18][CH:17]=3)[CH:13]=[CH:14]2)(=[O:27])=[O:26])[CH:24]=[CH:23][CH:22]=[CH:21][CH:20]=1. The catalyst class is: 1. Reactant: [H-].[Na+].[Cl:3][C:4]1[CH:5]=[C:6]([C:10]2[CH:11]=[C:12]3[C:16](=[CH:17][CH:18]=2)[NH:15][CH:14]=[CH:13]3)[CH:7]=[CH:8][CH:9]=1.[C:19]1([S:25](Cl)(=[O:27])=[O:26])[CH:24]=[CH:23][CH:22]=[CH:21][CH:20]=1.O. (6) The catalyst class is: 15. Product: [CH2:3]([O:6][C@@H:7]([CH2:12][C:13]1[CH:18]=[CH:17][C:16]([C:19]2[CH:24]=[CH:23][CH:22]=[C:21]([N:25]([CH3:36])[C:26]([NH:28][CH2:29][CH2:30][CH2:31][CH2:32][CH2:33][CH2:34][CH3:35])=[O:27])[CH:20]=2)=[CH:15][CH:14]=1)[C:8]([OH:10])=[O:9])[CH2:4][CH3:5]. Reactant: [OH-].[Na+].[CH2:3]([O:6][C@@H:7]([CH2:12][C:13]1[CH:18]=[CH:17][C:16]([C:19]2[CH:24]=[CH:23][CH:22]=[C:21]([N:25]([CH3:36])[C:26]([NH:28][CH2:29][CH2:30][CH2:31][CH2:32][CH2:33][CH2:34][CH3:35])=[O:27])[CH:20]=2)=[CH:15][CH:14]=1)[C:8]([O:10]C)=[O:9])[CH2:4][CH3:5].O1CCCC1.CO.O. (7) Reactant: Cl.[CH3:2][C:3]1[CH:8]=[CH:7][C:6]([CH3:9])=[CH:5][C:4]=1[NH:10][NH2:11].C(O[CH:15]=[C:16]([C:19]#[N:20])[C:17]#[N:18])C. Product: [NH2:20][C:19]1[N:10]([C:4]2[CH:5]=[C:6]([CH3:9])[CH:7]=[CH:8][C:3]=2[CH3:2])[N:11]=[CH:15][C:16]=1[C:17]#[N:18]. The catalyst class is: 5. (8) Reactant: [Br:1][C:2]1[CH:3]=[C:4]([CH:8]([OH:14])[C:9]([N:11]([CH3:13])[CH3:12])=[O:10])[CH:5]=[N:6][CH:7]=1.C1C=C(Cl)C=C(C(OO)=[O:23])C=1.C(O)(=O)C1C=CC=CC=1. Product: [Br:1][C:2]1[CH:3]=[C:4]([CH:8]([OH:14])[C:9]([N+:11]([O-:23])([CH3:12])[CH3:13])=[O:10])[CH:5]=[N:6][CH:7]=1. The catalyst class is: 2. (9) Reactant: [OH:1][C:2]1[CH:7]=[CH:6][C:5]([C:8](=[CH:12][C:13]2[CH:18]=[CH:17][C:16]([CH3:19])=[CH:15][CH:14]=2)[C:9]([OH:11])=[O:10])=[CH:4][CH:3]=1.C(=O)([O-])[O-].[K+].[K+].F[C:27]1[CH:34]=[CH:33][C:30]([CH:31]=[O:32])=[CH:29][CH:28]=1.Cl. Product: [CH:31]([C:30]1[CH:33]=[CH:34][C:27]([O:1][C:2]2[CH:7]=[CH:6][C:5]([C:8](=[CH:12][C:13]3[CH:14]=[CH:15][C:16]([CH3:19])=[CH:17][CH:18]=3)[C:9]([OH:11])=[O:10])=[CH:4][CH:3]=2)=[CH:28][CH:29]=1)=[O:32]. The catalyst class is: 395. (10) Reactant: [C:1](Cl)(=[O:5])[C:2](Cl)=[O:3].[CH2:7]([NH:9][C:10]([NH:12][C:13]1[CH:18]=[CH:17][C:16]([F:19])=[CH:15][CH:14]=1)=[S:11])[CH3:8]. Product: [CH2:7]([N:9]1[C:2](=[O:3])[C:1](=[O:5])[N:12]([C:13]2[CH:18]=[CH:17][C:16]([F:19])=[CH:15][CH:14]=2)[C:10]1=[S:11])[CH3:8]. The catalyst class is: 2.